Dataset: Retrosynthesis with 50K atom-mapped reactions and 10 reaction types from USPTO. Task: Predict the reactants needed to synthesize the given product. (1) Given the product N#Cc1cccc(-c2nc(-c3ccccn3)co2)c1, predict the reactants needed to synthesize it. The reactants are: Brc1cccc(-c2nc(-c3ccccn3)co2)c1.[C-]#N. (2) Given the product CCOC(=O)CCN1CCc2ccc(N)cc2C1C, predict the reactants needed to synthesize it. The reactants are: CCOC(=O)CCN1CCc2ccc([N+](=O)[O-])cc2C1C. (3) The reactants are: COCCOCc1cc(C(=O)O)ccn1.COc1ccc(C2COCCO2)c2sc(N)nc12. Given the product COCCOCc1cc(C(=O)Nc2nc3c(OC)ccc(C4COCCO4)c3s2)ccn1, predict the reactants needed to synthesize it. (4) Given the product N#CCc1ccc2oc(C(=O)O)cc2c1, predict the reactants needed to synthesize it. The reactants are: CCOC(=O)c1cc2cc(CC#N)ccc2o1. (5) Given the product c1ccc(-c2ccc3c(c2)c2cc(-c4ccccc4)ccc2n3-c2ccc(-c3nc4ccccc4nc3-c3ccccc3)cc2)cc1, predict the reactants needed to synthesize it. The reactants are: Brc1ccc(-c2nc3ccccc3nc2-c2ccccc2)cc1.c1ccc(-c2ccc3[nH]c4ccc(-c5ccccc5)cc4c3c2)cc1. (6) The reactants are: Cc1ccc2nc(-c3cncc(Br)c3)nn2c1.OB(O)C1CC1. Given the product Cc1ccc2nc(-c3cncc(C4CC4)c3)nn2c1, predict the reactants needed to synthesize it. (7) The reactants are: CC12CCC(C1)C(C)(C)C2N.O=C(O)c1nc(CN2CCOCC2)c2ccccn12. Given the product CC12CCC(C1)C(C)(C)C2NC(=O)c1nc(CN2CCOCC2)c2ccccn12, predict the reactants needed to synthesize it. (8) Given the product O=C(O)NCc1cccc(-c2ccoc2)c1, predict the reactants needed to synthesize it. The reactants are: CC1(C)OB(c2ccoc2)OC1(C)C.O=C(O)NCc1cccc(Br)c1. (9) Given the product CN1CCN(c2nccnc2CC2CCCN(c3ccc(C4(C)CCOCC4)cc3)C2=O)CC1, predict the reactants needed to synthesize it. The reactants are: CC1(c2ccc(Br)cc2)CCOCC1.CN1CCN(c2nccnc2CC2CCCNC2=O)CC1.